This data is from Catalyst prediction with 721,799 reactions and 888 catalyst types from USPTO. The task is: Predict which catalyst facilitates the given reaction. Reactant: [CH2:1]([O:8][C:9]1[C:14]([C:15]2[CH:20]=[CH:19][C:18]([C:21]([F:24])([F:23])[F:22])=[CH:17][CH:16]=2)=[CH:13][C:12]([C@@H:25]2[CH2:27][C@H:26]2[NH:28][CH2:29][CH2:30]Cl)=[CH:11][CH:10]=1)[C:2]1[CH:7]=[CH:6][CH:5]=[CH:4][CH:3]=1.[NH:32]1[CH2:36][CH2:35][C@@H:34]([NH:37][C:38](=[O:44])[O:39][C:40]([CH3:43])([CH3:42])[CH3:41])[CH2:33]1. Product: [CH2:1]([O:8][C:9]1[C:14]([C:15]2[CH:20]=[CH:19][C:18]([C:21]([F:24])([F:23])[F:22])=[CH:17][CH:16]=2)=[CH:13][C:12]([C@@H:25]2[CH2:27][C@H:26]2[NH:28][CH2:29][CH2:30][N:32]2[CH2:36][CH2:35][C@@H:34]([NH:37][C:38](=[O:44])[O:39][C:40]([CH3:42])([CH3:41])[CH3:43])[CH2:33]2)=[CH:11][CH:10]=1)[C:2]1[CH:7]=[CH:6][CH:5]=[CH:4][CH:3]=1. The catalyst class is: 3.